This data is from CYP1A2 inhibition data for predicting drug metabolism from PubChem BioAssay. The task is: Regression/Classification. Given a drug SMILES string, predict its absorption, distribution, metabolism, or excretion properties. Task type varies by dataset: regression for continuous measurements (e.g., permeability, clearance, half-life) or binary classification for categorical outcomes (e.g., BBB penetration, CYP inhibition). Dataset: cyp1a2_veith. The drug is COc1ccc(-c2csc(NC(=O)CCn3cnc4ccccc4c3=O)n2)cc1OC. The result is 0 (non-inhibitor).